This data is from Peptide-MHC class I binding affinity with 185,985 pairs from IEDB/IMGT. The task is: Regression. Given a peptide amino acid sequence and an MHC pseudo amino acid sequence, predict their binding affinity value. This is MHC class I binding data. (1) The peptide sequence is KDNSIRLSA. The MHC is HLA-B40:02 with pseudo-sequence HLA-B40:02. The binding affinity (normalized) is 0.572. (2) The peptide sequence is KQVIRENIL. The MHC is HLA-B15:03 with pseudo-sequence HLA-B15:03. The binding affinity (normalized) is 0.427. (3) The peptide sequence is SLEYGANYFL. The MHC is HLA-A02:01 with pseudo-sequence HLA-A02:01. The binding affinity (normalized) is 0.661. (4) The peptide sequence is LLFVVEVVDK. The MHC is HLA-A68:01 with pseudo-sequence HLA-A68:01. The binding affinity (normalized) is 0.335. (5) The peptide sequence is KRWIIMGLNK. The MHC is HLA-A29:02 with pseudo-sequence HLA-A29:02. The binding affinity (normalized) is 0. (6) The peptide sequence is FLLAQFTSA. The MHC is HLA-A02:01 with pseudo-sequence HLA-A02:01. The binding affinity (normalized) is 0.576. (7) The peptide sequence is CPTQGEPSL. The MHC is HLA-B53:01 with pseudo-sequence HLA-B53:01. The binding affinity (normalized) is 0.570.